Dataset: Forward reaction prediction with 1.9M reactions from USPTO patents (1976-2016). Task: Predict the product of the given reaction. The product is: [ClH:19].[CH3:16][O:15][CH2:14][C@@H:12]1[CH2:13][NH:8][CH2:9][C@H:10]([CH2:17][OH:18])[O:11]1. Given the reactants C([N:8]1[CH2:13][C@@H:12]([CH2:14][O:15][CH3:16])[O:11][C@@H:10]([CH2:17][OH:18])[CH2:9]1)C1C=CC=CC=1.[ClH:19].CO, predict the reaction product.